Dataset: Full USPTO retrosynthesis dataset with 1.9M reactions from patents (1976-2016). Task: Predict the reactants needed to synthesize the given product. (1) Given the product [C:1]([N:5]([C:26](=[O:35])[C:27]1[CH:32]=[C:31]([CH3:33])[CH:30]=[C:29]([CH3:34])[CH:28]=1)[NH:6][C:7]([C:8]1[CH:13]=[CH:12][C:11]2[CH:14]=[N:37][O:17][B:16]([OH:20])[C:10]=2[CH:9]=1)=[O:25])([CH3:4])([CH3:3])[CH3:2], predict the reactants needed to synthesize it. The reactants are: [C:1]([N:5]([C:26](=[O:35])[C:27]1[CH:32]=[C:31]([CH3:33])[CH:30]=[C:29]([CH3:34])[CH:28]=1)[NH:6][C:7](=[O:25])[C:8]1[CH:13]=[CH:12][C:11]([CH:14]=O)=[C:10]([B:16]2[O:20]C(C)(C)C(C)(C)[O:17]2)[CH:9]=1)([CH3:4])([CH3:3])[CH3:2].Cl.[NH2:37]O.[OH-].[Na+].C(Cl)Cl. (2) The reactants are: Cl.[CH3:2][O:3][C:4](=[O:10])[C@@H:5]1[CH2:9][CH2:8][CH2:7][NH:6]1.C(N(CC)CC)C. Given the product [CH3:2][O:3][C:4](=[O:10])[C@@H:5]1[CH2:9][CH2:8][CH2:7][NH:6]1, predict the reactants needed to synthesize it. (3) The reactants are: [Cl:1][C:2]1[C:3]([O:13][C@H:14]2[CH2:19][CH2:18][C@@H:17]([CH2:20][CH3:21])[CH2:16][CH2:15]2)=[CH:4][CH:5]=[C:6]2[C:11]=1[CH:10]=[N:9][C:8]([CH3:12])=[CH:7]2.C1([O:28]C2C=CC=CC=2)C=CC=CC=1. Given the product [Cl:1][C:2]1[C:3]([O:13][C@H:14]2[CH2:19][CH2:18][C@@H:17]([CH2:20][CH3:21])[CH2:16][CH2:15]2)=[CH:4][CH:5]=[C:6]2[C:11]=1[CH:10]=[N:9][C:8]([CH:12]=[O:28])=[CH:7]2, predict the reactants needed to synthesize it. (4) Given the product [CH2:31]([N:17]([CH2:10][C:11]1[CH:16]=[CH:15][CH:14]=[CH:13][CH:12]=1)[C:18]1[CH:23]=[CH:22][C:21]([C@H:24]2[CH2:25][CH2:26][C@H:27]([O:30][CH2:3][CH2:2][C:1]([O:5][C:6]([CH3:9])([CH3:8])[CH3:7])=[O:4])[CH2:28][CH2:29]2)=[CH:20][CH:19]=1)[C:32]1[CH:33]=[CH:34][CH:35]=[CH:36][CH:37]=1, predict the reactants needed to synthesize it. The reactants are: [C:1]([O:5][C:6]([CH3:9])([CH3:8])[CH3:7])(=[O:4])[CH:2]=[CH2:3].[CH2:10]([N:17]([CH2:31][C:32]1[CH:37]=[CH:36][CH:35]=[CH:34][CH:33]=1)[C:18]1[CH:23]=[CH:22][C:21]([C@H:24]2[CH2:29][CH2:28][C@H:27]([OH:30])[CH2:26][CH2:25]2)=[CH:20][CH:19]=1)[C:11]1[CH:16]=[CH:15][CH:14]=[CH:13][CH:12]=1.[OH-].[Na+].O. (5) Given the product [Br:5][C:6]1[CH:7]=[C:8]([C:14]2[CH:19]=[CH:18][C:17]([CH2:20][N:21]([CH3:34])[C:22]([C:24]3[C:32]4[C:27](=[CH:28][CH:29]=[CH:30][CH:31]=4)[N:26]([CH3:33])[CH:25]=3)=[O:23])=[CH:16][CH:15]=2)[CH:9]=[CH:10][C:11]=1[OH:12], predict the reactants needed to synthesize it. The reactants are: B(Br)(Br)Br.[Br:5][C:6]1[CH:7]=[C:8]([C:14]2[CH:19]=[CH:18][C:17]([CH2:20][N:21]([CH3:34])[C:22]([C:24]3[C:32]4[C:27](=[CH:28][CH:29]=[CH:30][CH:31]=4)[N:26]([CH3:33])[CH:25]=3)=[O:23])=[CH:16][CH:15]=2)[CH:9]=[CH:10][C:11]=1[O:12]C.C(=O)=O.CC(C)=O.O. (6) Given the product [N:23]1([C:29]([C:31]2[CH:32]=[CH:33][C:34]([C:2]3[N:7]=[CH:6][C:5]([CH2:8][NH:9][CH:10]4[CH2:15][CH2:14][N:13]([C:16]([O:18][C:19]([CH3:22])([CH3:21])[CH3:20])=[O:17])[CH2:12][CH2:11]4)=[CH:4][CH:3]=3)=[CH:35][CH:36]=2)=[O:30])[CH2:28][CH2:27][O:26][CH2:25][CH2:24]1, predict the reactants needed to synthesize it. The reactants are: Cl[C:2]1[N:7]=[CH:6][C:5]([CH2:8][NH:9][CH:10]2[CH2:15][CH2:14][N:13]([C:16]([O:18][C:19]([CH3:22])([CH3:21])[CH3:20])=[O:17])[CH2:12][CH2:11]2)=[CH:4][CH:3]=1.[N:23]1([C:29]([C:31]2[CH:36]=[CH:35][C:34](B(O)O)=[CH:33][CH:32]=2)=[O:30])[CH2:28][CH2:27][O:26][CH2:25][CH2:24]1.C([O-])([O-])=O.[K+].[K+]. (7) Given the product [OH:13][C:14]1(/[CH:23]=[CH:24]/[C:25]([O:27][CH3:28])=[O:26])[CH2:19][CH:18]([CH3:20])[CH2:17][CH2:16][C:15]1([CH3:22])[CH3:21], predict the reactants needed to synthesize it. The reactants are: COCCO[AlH2-]OCCOC.[Na+].[OH:13][C:14]1([C:23]#[C:24][C:25]([O:27][CH3:28])=[O:26])[CH2:19][CH:18]([CH3:20])[CH2:17][CH2:16][C:15]1([CH3:22])[CH3:21]. (8) Given the product [C:1]([O:5][C:6]([N:8]1[CH2:12][C@@H:11]([CH2:13][NH:28][CH2:24][CH:25]([CH3:27])[CH3:26])[C@H:10]([C:15]([CH3:22])([CH3:23])[O:16][SiH2:17][C:18]([CH3:21])([CH3:20])[CH3:19])[CH2:9]1)=[O:7])([CH3:2])([CH3:3])[CH3:4], predict the reactants needed to synthesize it. The reactants are: [C:1]([O:5][C:6]([N:8]1[CH2:12][C@@H:11]([CH:13]=O)[C@H:10]([C:15]([CH3:23])([CH3:22])[O:16][SiH2:17][C:18]([CH3:21])([CH3:20])[CH3:19])[CH2:9]1)=[O:7])([CH3:4])([CH3:3])[CH3:2].[CH2:24]([NH2:28])[CH:25]([CH3:27])[CH3:26].CC#N.O.CC#N.